From a dataset of Catalyst prediction with 721,799 reactions and 888 catalyst types from USPTO. Predict which catalyst facilitates the given reaction. (1) Reactant: [F:1][CH:2]([F:31])[N:3]1[N:19]=[CH:18][C:17]2[NH:16][C:15](=[O:20])[C@H:14]([CH3:21])[CH:13]=[CH:12][CH2:11][C@H:10]([NH:22][C:23](=[O:29])[O:24][C:25]([CH3:28])([CH3:27])[CH3:26])[C:9]3[CH:30]=[C:5]([N:6]=[CH:7][CH:8]=3)[C:4]1=2. Product: [F:31][CH:2]([F:1])[N:3]1[N:19]=[CH:18][C:17]2[NH:16][C:15](=[O:20])[C@H:14]([CH3:21])[CH2:13][CH2:12][CH2:11][C@H:10]([NH:22][C:23](=[O:29])[O:24][C:25]([CH3:26])([CH3:28])[CH3:27])[C:9]3[CH:30]=[C:5]([N:6]=[CH:7][CH:8]=3)[C:4]1=2. The catalyst class is: 867. (2) Reactant: C(=O)([O-])[O-].[K+].[K+].[OH:7][N:8]1[C:12](=[O:13])[C:11]2=[CH:14][CH:15]=[CH:16][CH:17]=[C:10]2[C:9]1=[O:18].C1OCCOCCOCCOCCOCCOC1.[CH:37]1(Br)[CH2:42][CH2:41][CH2:40][CH2:39][CH2:38]1. Product: [CH:37]1([O:7][N:8]2[C:9](=[O:18])[C:10]3[C:11](=[CH:14][CH:15]=[CH:16][CH:17]=3)[C:12]2=[O:13])[CH2:42][CH2:41][CH2:40][CH2:39][CH2:38]1. The catalyst class is: 58.